Dataset: Catalyst prediction with 721,799 reactions and 888 catalyst types from USPTO. Task: Predict which catalyst facilitates the given reaction. (1) The catalyst class is: 9. Reactant: [NH2:1][C:2]1[CH:3]=[N:4][C:5]2[C:10]([CH:11]=1)=[CH:9][CH:8]=[CH:7][CH:6]=2.[C:12]1([C:27]2[CH:32]=[CH:31][CH:30]=[CH:29][CH:28]=2)[CH:17]=[CH:16][C:15]([N:18]2[CH2:23][CH2:22][CH:21]([C:24](O)=[O:25])[CH2:20][CH2:19]2)=[CH:14][CH:13]=1.OC1C2N=NNC=2C=CC=1.C(N(CC)CC)C.C(N=C=NCCCN(C)C)C.C([O-])([O-])=O.[K+].[K+]. Product: [N:4]1[C:5]2[C:10](=[CH:9][CH:8]=[CH:7][CH:6]=2)[CH:11]=[C:2]([NH:1][C:24]([CH:21]2[CH2:20][CH2:19][N:18]([C:15]3[CH:16]=[CH:17][C:12]([C:27]4[CH:32]=[CH:31][CH:30]=[CH:29][CH:28]=4)=[CH:13][CH:14]=3)[CH2:23][CH2:22]2)=[O:25])[CH:3]=1. (2) Reactant: [N:1]1[CH:2]=[CH:3][N:4]2[CH:9]=[C:8]([C:10]3[CH:20]=[CH:19][C:13]([C:14]([O:16][CH2:17][CH3:18])=[O:15])=[CH:12][CH:11]=3)[N:7]=[CH:6][C:5]=12.[I:21]N1C(=O)CCC1=O. Product: [I:21][C:3]1[N:4]2[CH:9]=[C:8]([C:10]3[CH:11]=[CH:12][C:13]([C:14]([O:16][CH2:17][CH3:18])=[O:15])=[CH:19][CH:20]=3)[N:7]=[CH:6][C:5]2=[N:1][CH:2]=1. The catalyst class is: 3. (3) Reactant: [CH3:1][CH2:2][CH2:3][C:4]1[C:5]2[N:14]=[C:13]([C:15]3[CH:16]=[C:17]([S:24]([N:27]4[CH2:32][CH2:31][N:30]([CH3:33])[CH2:29][CH2:28]4)(=[O:26])=[O:25])[CH:18]=[CH:19][C:20]=3[O:21][CH2:22][CH3:23])[NH:12][C:10](=[O:11])[C:6]=2[N:7]([CH3:9])[N:8]=1.C([O-])(=O)C.CCCC1C2N=C(C3C=[C:54]([S:61](N4CCN(C)CC4)(=[O:63])=[O:62])C=CC=3OCC)NC(=O)C=2N(C)N=1.C(C(O)(C(O)=O)CC(O)=O)C(O)=[O:73]. Product: [CH3:1][CH2:2][CH2:3][C:4]1[C:5]2[N:14]=[C:13]([C:15]3[CH:16]=[C:17]([S:24]([N:27]4[CH2:32][CH2:31][N:30]([CH3:33])[CH2:29][CH2:28]4)(=[O:25])=[O:26])[CH:18]=[CH:19][C:20]=3[O:21][CH2:22][CH3:23])[NH:12][C:10](=[O:11])[C:6]=2[N:7]([CH3:9])[N:8]=1.[S:61]([O-:63])(=[O:73])(=[O:62])[CH3:54]. The catalyst class is: 501. (4) Reactant: [CH2:1]([O:8][P:9]([O:19][CH2:20][CH2:21][CH2:22][O:23][CH2:24][C:25]([CH3:34])([CH3:33])[C:26]([O:28]C(C)(C)C)=[O:27])([O:11][CH2:12][C:13]1[CH:18]=[CH:17][CH:16]=[CH:15][CH:14]=1)=[O:10])[C:2]1[CH:7]=[CH:6][CH:5]=[CH:4][CH:3]=1.C(O)(C(F)(F)F)=O. Product: [CH2:1]([O:8][P:9]([O:19][CH2:20][CH2:21][CH2:22][O:23][CH2:24][C:25]([CH3:34])([CH3:33])[C:26]([OH:28])=[O:27])([O:11][CH2:12][C:13]1[CH:14]=[CH:15][CH:16]=[CH:17][CH:18]=1)=[O:10])[C:2]1[CH:3]=[CH:4][CH:5]=[CH:6][CH:7]=1. The catalyst class is: 2. (5) Reactant: [F:1][C:2]1[CH:27]=[CH:26][C:25]([C:28]([NH:30][C:31]2[CH:36]=[C:35]([CH3:37])[CH:34]=[CH:33][C:32]=2[F:38])=[O:29])=[CH:24][C:3]=1[O:4][C:5]1[CH:10]=[CH:9][N:8]=[C:7]([C:11]2[NH:15][CH:14]=[C:13]([C:16]([NH:18][CH2:19][C:20]([O:22]C)=[O:21])=[O:17])[CH:12]=2)[CH:6]=1.C1COCC1.CO.[OH-].[Na+].Cl. The catalyst class is: 6. Product: [F:1][C:2]1[CH:27]=[CH:26][C:25]([C:28]([NH:30][C:31]2[CH:36]=[C:35]([CH3:37])[CH:34]=[CH:33][C:32]=2[F:38])=[O:29])=[CH:24][C:3]=1[O:4][C:5]1[CH:10]=[CH:9][N:8]=[C:7]([C:11]2[NH:15][CH:14]=[C:13]([C:16]([NH:18][CH2:19][C:20]([OH:22])=[O:21])=[O:17])[CH:12]=2)[CH:6]=1. (6) Reactant: [CH2:1]([C:8]#[N:9])[C:2]1[CH:7]=[CH:6][CH:5]=[CH:4][CH:3]=1.[Li+].C[Si]([N-][Si](C)(C)C)(C)C.[CH2:20](Br)[CH:21]=[CH2:22]. Product: [C:8]([CH:1]([C:2]1[CH:7]=[CH:6][CH:5]=[CH:4][CH:3]=1)[CH2:22][CH:21]=[CH2:20])#[N:9]. The catalyst class is: 1.